From a dataset of Full USPTO retrosynthesis dataset with 1.9M reactions from patents (1976-2016). Predict the reactants needed to synthesize the given product. (1) Given the product [OH:35][C:18]1[CH:17]=[CH:16][C:21]([CH2:22][CH2:23][C:24]([C:26]2[C:31](=[CH:30][C:29](=[CH:28][C:27]=2[OH:34])[OH:33])[OH:32])=[O:25])=[CH:20][CH:19]=1, predict the reactants needed to synthesize it. The reactants are: CC(S[C@@H]1O[C@H](CO)[C@H](O)[C@H](O)[C@H]1O)C.[CH:16]1[C:21]([C@H:22]2[O:32][C:31]3[CH:30]=[C:29]([OH:33])[CH:28]=[C:27]([OH:34])[C:26]=3[C:24](=[O:25])[CH2:23]2)=[CH:20][CH:19]=[C:18]([OH:35])[CH:17]=1. (2) Given the product [Br:15][C:16]1[CH:24]=[CH:23][CH:22]=[C:21]2[C:17]=1[C:18]([OH:36])([C:7]1[C:6]([OH:9])=[CH:5][CH:4]=[C:3]([O:2][CH3:1])[N:8]=1)[C:19](=[O:35])[N:20]2[CH2:25][C:26]1[O:27][C:28]([C:31]([F:33])([F:34])[F:32])=[CH:29][CH:30]=1, predict the reactants needed to synthesize it. The reactants are: [CH3:1][O:2][C:3]1[N:8]=[CH:7][C:6]([OH:9])=[CH:5][CH:4]=1.C([Mg]Cl)(C)C.[Br:15][C:16]1[CH:24]=[CH:23][CH:22]=[C:21]2[C:17]=1[C:18](=[O:36])[C:19](=[O:35])[N:20]2[CH2:25][C:26]1[O:27][C:28]([C:31]([F:34])([F:33])[F:32])=[CH:29][CH:30]=1. (3) Given the product [CH:1]1([N:6]([CH3:41])[C:7]2[CH:8]=[C:9]([C:13]3[N:14]=[C:15]4[C:21]([C:22]([C:24]5([CH3:30])[CH2:29][CH2:28][CH2:27][CH2:26][CH2:25]5)=[O:23])=[CH:20][N:19]([CH2:31][O:32][CH2:33][CH2:34][Si:35]([CH3:37])([CH3:36])[CH3:38])[C:16]4=[N:17][CH:18]=3)[CH:10]=[CH:11][CH:12]=2)[CH2:2][CH2:3][CH2:4][CH2:5]1, predict the reactants needed to synthesize it. The reactants are: [CH:1]1([NH:6][C:7]2[CH:8]=[C:9]([C:13]3[N:14]=[C:15]4[C:21]([C:22]([C:24]5([CH3:30])[CH2:29][CH2:28][CH2:27][CH2:26][CH2:25]5)=[O:23])=[CH:20][N:19]([CH2:31][O:32][CH2:33][CH2:34][Si:35]([CH3:38])([CH3:37])[CH3:36])[C:16]4=[N:17][CH:18]=3)[CH:10]=[CH:11][CH:12]=2)[CH2:5][CH2:4][CH2:3][CH2:2]1.[H-].[Na+].[CH3:41]I. (4) Given the product [CH2:27]([C:29]1[S:37][C:36]2[N:35]=[C:34]([CH2:38][CH2:39][CH3:40])[N:33]=[C:32]([N:41]3[CH2:42][CH2:43][N:44]([C:47](=[O:48])[CH2:19][C:20]4[CH:25]=[CH:24][CH:23]=[CH:22][CH:21]=4)[CH2:45][CH2:46]3)[C:31]=2[CH:30]=1)[CH3:28], predict the reactants needed to synthesize it. The reactants are: C(C1NC2C(=NC=NC=2N2CCN(C(=O)[CH2:19][C:20]3[CH:25]=[CH:24][CH:23]=[CH:22][CH:21]=3)CC2)N=1)C.[CH2:27]([C:29]1[S:37][C:36]2[N:35]=[C:34]([CH2:38][CH2:39][CH3:40])[N:33]=[C:32]([N:41]3[CH2:46][CH2:45][N:44]([C:47](OC(C)(C)C)=[O:48])[CH2:43][CH2:42]3)[C:31]=2[CH:30]=1)[CH3:28]. (5) Given the product [CH2:32]([NH:19][CH2:18][C@@H:17]([NH:16][C:2]1[C:3]2[N:11]=[CH:10][CH:9]=[C:8]([C:12]([NH2:14])=[O:13])[C:4]=2[N:5]=[CH:6][N:7]=1)[C:34]1[CH:39]=[CH:38][C:37]([C:40]([F:41])([F:43])[F:42])=[C:36]([F:44])[CH:35]=1)[CH3:33], predict the reactants needed to synthesize it. The reactants are: O[C:2]1[C:3]2[N:11]=[CH:10][CH:9]=[C:8]([C:12]([NH2:14])=[O:13])[C:4]=2[N:5]=[CH:6][N:7]=1.Cl.[NH2:16][C@@H:17]([C:34]1[CH:39]=[CH:38][C:37]([C:40]([F:43])([F:42])[F:41])=[C:36]([F:44])[CH:35]=1)[CH2:18][N:19]([CH2:32][CH3:33])S(C1C=CC([N+]([O-])=O)=CC=1)(=O)=O. (6) Given the product [Cl:1][C:2]1[CH:3]=[C:4]([C:8]2[CH:9]=[C:10]([C:20]([OH:22])=[O:21])[O:11][C:12]=2[C:13]2[CH:18]=[CH:17][CH:16]=[C:15]([Cl:19])[CH:14]=2)[CH:5]=[CH:6][CH:7]=1, predict the reactants needed to synthesize it. The reactants are: [Cl:1][C:2]1[CH:3]=[C:4]([C:8]2[CH:9]=[C:10]([C:20]([O:22]CC)=[O:21])[O:11][C:12]=2[C:13]2[CH:18]=[CH:17][CH:16]=[C:15]([Cl:19])[CH:14]=2)[CH:5]=[CH:6][CH:7]=1.[OH-].[Li+]. (7) Given the product [CH:1]1([C:4]2[C:5]([O:14][CH2:15][C:16]3([C:21]([F:22])([F:23])[F:24])[CH2:20][CH2:19][CH2:18][CH2:17]3)=[CH:6][C:7]3[N:8]([C:10]([NH:13][S:27]([CH3:26])(=[O:29])=[O:28])=[N:11][N:12]=3)[CH:9]=2)[CH2:2][CH2:3]1, predict the reactants needed to synthesize it. The reactants are: [CH:1]1([C:4]2[C:5]([O:14][CH2:15][C:16]3([C:21]([F:24])([F:23])[F:22])[CH2:20][CH2:19][CH2:18][CH2:17]3)=[CH:6][C:7]3[N:8]([C:10]([NH2:13])=[N:11][N:12]=3)[CH:9]=2)[CH2:3][CH2:2]1.F[CH:26](F)[S:27](Cl)(=[O:29])=[O:28].CS(Cl)(=O)=O. (8) Given the product [CH3:47][N:9]([C:6]1[CH:7]=[CH:8][C:3]([C:1]#[N:2])=[C:4]([C:40]([F:42])([F:43])[F:41])[CH:5]=1)[CH:10]1[CH2:15][CH2:14][CH:13]([O:16][CH2:17][C:18]([N:20]2[CH2:21][CH2:22][N:23]([C:26]3[CH:35]=[CH:34][C:33]4[C:28](=[CH:29][CH:30]=[C:31]([C:36]([F:37])([F:38])[F:39])[CH:32]=4)[N:27]=3)[CH2:24][CH2:25]2)=[O:19])[CH2:12][CH2:11]1, predict the reactants needed to synthesize it. The reactants are: [C:1]([C:3]1[CH:8]=[CH:7][C:6]([NH:9][CH:10]2[CH2:15][CH2:14][CH:13]([O:16][CH2:17][C:18]([N:20]3[CH2:25][CH2:24][N:23]([C:26]4[CH:35]=[CH:34][C:33]5[C:28](=[CH:29][CH:30]=[C:31]([C:36]([F:39])([F:38])[F:37])[CH:32]=5)[N:27]=4)[CH2:22][CH2:21]3)=[O:19])[CH2:12][CH2:11]2)=[CH:5][C:4]=1[C:40]([F:43])([F:42])[F:41])#[N:2].[H-].[Na+].I[CH3:47].